From a dataset of Peptide-MHC class II binding affinity with 134,281 pairs from IEDB. Regression. Given a peptide amino acid sequence and an MHC pseudo amino acid sequence, predict their binding affinity value. This is MHC class II binding data. The peptide sequence is AAEQLWVTVYYGVPVWK. The MHC is HLA-DQA10104-DQB10503 with pseudo-sequence HLA-DQA10104-DQB10503. The binding affinity (normalized) is 0.366.